Dataset: Full USPTO retrosynthesis dataset with 1.9M reactions from patents (1976-2016). Task: Predict the reactants needed to synthesize the given product. (1) The reactants are: [H-].[Na+].[CH:3]([C:6]1[CH:11]=[CH:10][C:9]([CH:12]2[C:16]3([CH2:21][CH2:20][N:19]([CH3:22])[CH2:18][CH2:17]3)[O:15][C:14]3[C:23]([CH3:30])=[C:24]([CH3:29])[C:25]([OH:28])=[C:26]([CH3:27])[C:13]2=3)=[CH:8][CH:7]=1)([CH3:5])[CH3:4].[CH3:31][O:32][C:33]1[CH:40]=[CH:39][C:36]([CH2:37]Cl)=[CH:35][CH:34]=1.O. Given the product [CH:3]([C:6]1[CH:7]=[CH:8][C:9]([CH:12]2[C:16]3([CH2:21][CH2:20][N:19]([CH3:22])[CH2:18][CH2:17]3)[O:15][C:14]3[C:23]([CH3:30])=[C:24]([CH3:29])[C:25]([O:28][CH2:37][C:36]4[CH:39]=[CH:40][C:33]([O:32][CH3:31])=[CH:34][CH:35]=4)=[C:26]([CH3:27])[C:13]2=3)=[CH:10][CH:11]=1)([CH3:5])[CH3:4], predict the reactants needed to synthesize it. (2) The reactants are: [Cl:1][C:2]1[CH:7]=[CH:6][C:5]([CH:8]([C:36]2[CH:41]=[CH:40][C:39]([Cl:42])=[CH:38][CH:37]=2)[C:9]2[CH:10]=[C:11]3[C:16](=[CH:17][CH:18]=2)[NH:15][C:14](=[O:19])[CH:13]=[C:12]3[NH:20][C:21]2[CH:35]=[CH:34][C:24]([O:25][CH2:26][C:27]([O:29]C(C)(C)C)=[O:28])=[CH:23][CH:22]=2)=[CH:4][CH:3]=1.FC(F)(F)C(O)=O. Given the product [Cl:42][C:39]1[CH:38]=[CH:37][C:36]([CH:8]([C:5]2[CH:4]=[CH:3][C:2]([Cl:1])=[CH:7][CH:6]=2)[C:9]2[CH:10]=[C:11]3[C:16](=[CH:17][CH:18]=2)[NH:15][C:14](=[O:19])[CH:13]=[C:12]3[NH:20][C:21]2[CH:35]=[CH:34][C:24]([O:25][CH2:26][C:27]([OH:29])=[O:28])=[CH:23][CH:22]=2)=[CH:41][CH:40]=1, predict the reactants needed to synthesize it. (3) Given the product [CH3:29][N:25]1[C:26]2[C:22](=[CH:21][C:20]([N:19]3[CH:4]=[C:5]([C:6]([O:8][CH2:9][CH3:10])=[O:7])[C:11](=[O:18])[NH:12][C:13]3=[O:15])=[CH:28][CH:27]=2)[C:23]2([CH2:32][CH2:31]2)[C:24]1=[O:30], predict the reactants needed to synthesize it. The reactants are: C(O[CH:4]=[C:5]([C:11](=[O:18])[NH:12][C:13]([O:15]CC)=O)[C:6]([O:8][CH2:9][CH3:10])=[O:7])C.[NH2:19][C:20]1[CH:21]=[C:22]2[C:26](=[CH:27][CH:28]=1)[N:25]([CH3:29])[C:24](=[O:30])[C:23]12[CH2:32][CH2:31]1.CC(C)([O-])C.[K+].Cl. (4) Given the product [CH3:16][CH2:15][N:17]([C:18]12[C:19]3=[N:30][C:29]([C:31]([NH:71][CH2:70][C:67]4[CH:68]=[CH:69][C:64]([F:63])=[CH:65][CH:66]=4)=[O:33])=[C:9]([OH:13])[C:10](=[O:11])[N:20]3[CH2:21][CH:22]([CH2:23][CH2:24]1)[CH2:25][CH2:26]2)[C:4]([C:3]([N:2]([CH3:8])[CH3:1])=[O:7])=[O:6], predict the reactants needed to synthesize it. The reactants are: [CH3:1][N:2]([CH3:8])[C:3](=[O:7])[C:4]([OH:6])=O.[C:9](Cl)(=[O:13])[C:10](Cl)=[O:11].[CH2:15]([NH:17][C:18]12[CH2:26][CH2:25][CH:22]([CH2:23][CH2:24]1)[CH2:21][N:20]1C(=O)C(OC(C3C=CC=CC=3)=O)=[C:29]([C:31]([O:33]CC)=O)[N:30]=[C:19]21)[CH3:16].C(N(C(C)C)CC)(C)C.C([O-])(O)=O.[Na+].CNC.[F:63][C:64]1[CH:69]=[CH:68][C:67]([CH2:70][NH2:71])=[CH:66][CH:65]=1.C(N(CC)CC)C. (5) Given the product [N:8]1([C:4]2[N:3]=[C:2]([C:18]3[N:22]4[CH:23]=[CH:24][C:25]([C:27]([F:28])([F:29])[F:30])=[N:26][C:21]4=[N:20][CH:19]=3)[CH:7]=[CH:6][CH:5]=2)[CH2:12][CH2:11][CH2:10][CH2:9]1, predict the reactants needed to synthesize it. The reactants are: Br[C:2]1[CH:7]=[CH:6][CH:5]=[C:4]([N:8]2[CH2:12][CH2:11][CH2:10][CH2:9]2)[N:3]=1.C([Sn](CCCC)(CCCC)[C:18]1[N:22]2[CH:23]=[CH:24][C:25]([C:27]([F:30])([F:29])[F:28])=[N:26][C:21]2=[N:20][CH:19]=1)CCC. (6) Given the product [Cl:1][C:2]1[CH:3]=[CH:4][C:5]2[O:9][C:8]([C:10]3[CH:19]=[CH:18][C:17]4[C:12](=[CH:13][CH:14]=[C:15]([OH:20])[CH:16]=4)[CH:11]=3)=[C:7]([C:22](=[O:27])[CH2:23][CH2:24][CH2:25][CH3:26])[C:6]=2[CH:28]=1, predict the reactants needed to synthesize it. The reactants are: [Cl:1][C:2]1[CH:3]=[CH:4][C:5]2[O:9][C:8]([C:10]3[CH:19]=[CH:18][C:17]4[C:12](=[CH:13][CH:14]=[C:15]([O:20]C)[CH:16]=4)[CH:11]=3)=[C:7]([C:22](=[O:27])[CH2:23][CH2:24][CH2:25][CH3:26])[C:6]=2[CH:28]=1.B(Br)(Br)Br.CO. (7) Given the product [ClH:58].[F:47][C:48]1[CH:49]=[C:50]([NH:55][C:21]([NH:20][C@H:17]2[CH2:16][C@H:15]3[C@:11]([C:5]4[CH:6]=[CH:7][C:8]([O:9][CH3:10])=[C:3]([O:2][CH3:1])[CH:4]=4)([CH2:12][CH2:13][N:14]3[CH2:28][CH2:29][CH2:30][CH3:31])[CH2:19][CH2:18]2)=[O:22])[CH:51]=[CH:52][C:53]=1[F:54], predict the reactants needed to synthesize it. The reactants are: [CH3:1][O:2][C:3]1[CH:4]=[C:5]([C@@:11]23[CH2:19][CH2:18][C@@H:17]([NH:20][C:21](=O)[O:22]C(C)(C)C)[CH2:16][C@@H:15]2[NH:14][CH2:13][CH2:12]3)[CH:6]=[CH:7][C:8]=1[O:9][CH3:10].[CH:28](=O)[CH2:29][CH2:30][CH3:31].C(O[BH-](OC(=O)C)OC(=O)C)(=O)C.[Na+].[F:47][C:48]1[CH:49]=[C:50]([N:55]=C=O)[CH:51]=[CH:52][C:53]=1[F:54].[Cl:58]CCl.